Dataset: Forward reaction prediction with 1.9M reactions from USPTO patents (1976-2016). Task: Predict the product of the given reaction. Given the reactants [N+:1]([C:4]1[CH:12]=[CH:11][CH:10]=[C:9]2[C:5]=1[CH:6]=[N:7][N:8]2[C:13]([O:15][CH3:16])=[O:14])([O-])=O.[H][H], predict the reaction product. The product is: [NH2:1][C:4]1[CH:12]=[CH:11][CH:10]=[C:9]2[C:5]=1[CH:6]=[N:7][N:8]2[C:13]([O:15][CH3:16])=[O:14].